From a dataset of Peptide-MHC class II binding affinity with 134,281 pairs from IEDB. Regression. Given a peptide amino acid sequence and an MHC pseudo amino acid sequence, predict their binding affinity value. This is MHC class II binding data. (1) The peptide sequence is IFSKNLNIKLNMPLY. The MHC is HLA-DQA10501-DQB10201 with pseudo-sequence HLA-DQA10501-DQB10201. The binding affinity (normalized) is 0.0710. (2) The peptide sequence is ATISATPESATPFPH. The MHC is DRB1_1001 with pseudo-sequence DRB1_1001. The binding affinity (normalized) is 0.902. (3) The peptide sequence is KSSVITLNTNAELFNQSD. The MHC is DRB1_1101 with pseudo-sequence DRB1_1101. The binding affinity (normalized) is 0.206. (4) The binding affinity (normalized) is 0.848. The peptide sequence is AFKVAATATNAAPAN. The MHC is DRB1_1001 with pseudo-sequence DRB1_1001. (5) The MHC is HLA-DPA10103-DPB10301 with pseudo-sequence HLA-DPA10103-DPB10301. The peptide sequence is PRGGPGRSYAADAGY. The binding affinity (normalized) is 0.171. (6) The binding affinity (normalized) is 0.203. The peptide sequence is PLALKEFKDFAAGRK. The MHC is DRB1_0405 with pseudo-sequence DRB1_0405. (7) The peptide sequence is EKKYFAATQHEPLAA. The MHC is DRB1_1001 with pseudo-sequence DRB1_1001. The binding affinity (normalized) is 0.732. (8) The peptide sequence is SKAALTSKLDAAYKL. The MHC is DRB4_0101 with pseudo-sequence DRB4_0103. The binding affinity (normalized) is 0.594. (9) The peptide sequence is KELKGAYVYFASDAS. The MHC is DRB1_0901 with pseudo-sequence DRB1_0901. The binding affinity (normalized) is 0.861.